From a dataset of Forward reaction prediction with 1.9M reactions from USPTO patents (1976-2016). Predict the product of the given reaction. Given the reactants Cl[C:2]1[CH:12]=[CH:11][C:5]([C:6]([O:8][CH2:9][CH3:10])=[O:7])=[CH:4][N:3]=1.[NH:13]1[CH2:18][CH2:17][O:16][CH2:15][CH2:14]1.C(#N)C, predict the reaction product. The product is: [N:13]1([C:2]2[N:3]=[CH:4][C:5]([C:6]([O:8][CH2:9][CH3:10])=[O:7])=[CH:11][CH:12]=2)[CH2:18][CH2:17][O:16][CH2:15][CH2:14]1.